Dataset: Peptide-MHC class I binding affinity with 185,985 pairs from IEDB/IMGT. Task: Regression. Given a peptide amino acid sequence and an MHC pseudo amino acid sequence, predict their binding affinity value. This is MHC class I binding data. (1) The peptide sequence is ARLFGIRAK. The MHC is HLA-B27:05 with pseudo-sequence HLA-B27:05. The binding affinity (normalized) is 0.421. (2) The peptide sequence is ILGTVSWNL. The MHC is HLA-A03:01 with pseudo-sequence HLA-A03:01. The binding affinity (normalized) is 0.0847. (3) The peptide sequence is VYIEVLHLT. The MHC is HLA-A30:02 with pseudo-sequence HLA-A30:02. The binding affinity (normalized) is 0.387. (4) The peptide sequence is ILGGGLLVGLLPAV. The MHC is HLA-A02:01 with pseudo-sequence HLA-A02:01. The binding affinity (normalized) is 0.601. (5) The peptide sequence is TQVLKTMSLY. The MHC is HLA-A31:01 with pseudo-sequence HLA-A31:01. The binding affinity (normalized) is 0.154. (6) The peptide sequence is HSASFCGSPY. The MHC is Patr-A0301 with pseudo-sequence Patr-A0301. The binding affinity (normalized) is 0.505. (7) The peptide sequence is GTEEIRSLY. The MHC is HLA-A30:01 with pseudo-sequence HLA-A30:01. The binding affinity (normalized) is 0.125. (8) The peptide sequence is FVDVIIIKV. The binding affinity (normalized) is 0.0847. The MHC is HLA-C04:01 with pseudo-sequence HLA-C04:01.